This data is from Reaction yield outcomes from USPTO patents with 853,638 reactions. The task is: Predict the reaction yield, written as a fraction of the theoretical maximum amount of product (1.0 means a 100% yield; for example, 0.34 means a 34% yield). (1) The reactants are C(N(CC)CC)C.[CH3:8][O:9][CH2:10]Cl.[OH:12][C:13]1[C:22]([C:23]#[N:24])=[C:21]2[C:16]([CH:17]=[CH:18][C:19]([CH3:25])=[N:20]2)=[CH:15][CH:14]=1. The catalyst is CC(C)=O. The product is [CH3:8][O:9][CH2:10][O:12][C:13]1[C:22]([C:23]#[N:24])=[C:21]2[C:16]([CH:17]=[CH:18][C:19]([CH3:25])=[N:20]2)=[CH:15][CH:14]=1. The yield is 0.970. (2) The reactants are [H-].[Na+].[Br:3][C:4]1[CH:5]=[CH:6][C:7]([O:13][CH2:14][CH2:15]Br)=[C:8]([C:10](=[O:12])[CH3:11])[CH:9]=1. The catalyst is C1COCC1. The product is [Br:3][C:4]1[CH:5]=[CH:6][C:7]2[O:13][CH2:14][CH2:15][CH2:11][C:10](=[O:12])[C:8]=2[CH:9]=1. The yield is 0.700.